This data is from Forward reaction prediction with 1.9M reactions from USPTO patents (1976-2016). The task is: Predict the product of the given reaction. (1) Given the reactants Cl[C:2]1[C:11]([C:12]2[CH:17]=[CH:16][CH:15]=[CH:14][CH:13]=2)=[C:10]([N:18]([CH3:20])[CH3:19])[C:9]2[C:4](=[CH:5][CH:6]=[C:7]([C:21]([C:29]3[N:33]([CH3:34])[CH:32]=[N:31][CH:30]=3)([C:23]3[CH:28]=[CH:27][N:26]=[CH:25][CH:24]=3)[OH:22])[CH:8]=2)[N:3]=1.[C:35]([OH:41])([C:37]([F:40])([F:39])[F:38])=[O:36].[O:42]([CH:44]([CH3:46])[CH3:45])[Na].C[O-].[Na+], predict the reaction product. The product is: [CH3:19][N:18]([CH3:20])[C:10]1[C:9]2[C:4](=[CH:5][CH:6]=[C:7]([C:21]([C:29]3[N:33]([CH3:34])[CH:32]=[N:31][CH:30]=3)([C:23]3[CH:28]=[CH:27][N:26]=[CH:25][CH:24]=3)[OH:22])[CH:8]=2)[N:3]=[C:2]([O:42][CH:44]([CH3:46])[CH3:45])[C:11]=1[C:12]1[CH:17]=[CH:16][CH:15]=[CH:14][CH:13]=1.[C:35]([OH:41])([C:37]([F:40])([F:39])[F:38])=[O:36]. (2) Given the reactants [H-].[Na+].[CH2:3]([C:5]1([CH3:13])[CH2:10][C:9](=[O:11])[CH:8]=[C:7]([OH:12])[CH2:6]1)[CH3:4].[F:14][C:15]([F:26])([F:25])[C:16]1[CH:21]=[CH:20][CH:19]=[C:18]([N:22]=[C:23]=[O:24])[CH:17]=1, predict the reaction product. The product is: [F:14][C:15]([F:25])([F:26])[C:16]1[CH:17]=[C:18]([NH:22][C:23]([CH:8]2[C:9](=[O:11])[CH2:10][C:5]([CH2:3][CH3:4])([CH3:13])[CH2:6][C:7]2=[O:12])=[O:24])[CH:19]=[CH:20][CH:21]=1. (3) Given the reactants [CH2:1]([C:5]([CH2:10][CH:11]([CH3:13])[CH3:12])([CH2:8][OH:9])[CH2:6][OH:7])[CH:2]([CH3:4])[CH3:3].[CH3:14]I, predict the reaction product. The product is: [CH2:1]([C:5]([CH2:10][CH:11]([CH3:13])[CH3:12])([CH2:6][O:7][CH3:14])[CH2:8][OH:9])[CH:2]([CH3:4])[CH3:3]. (4) The product is: [N:11]([CH:10]([CH:12]([CH3:13])[CH3:14])[C:9]([O:8][CH2:1][C:2]1[CH:7]=[CH:6][CH:5]=[CH:4][CH:3]=1)=[O:15])=[C:17]=[O:19]. Given the reactants [CH2:1]([O:8][C:9](=[O:15])[C@H:10]([CH:12]([CH3:14])[CH3:13])[NH2:11])[C:2]1[CH:7]=[CH:6][CH:5]=[CH:4][CH:3]=1.Cl[C:17](Cl)([O:19]C(=O)OC(Cl)(Cl)Cl)Cl.C(N(CC)CC)C, predict the reaction product.